From a dataset of Full USPTO retrosynthesis dataset with 1.9M reactions from patents (1976-2016). Predict the reactants needed to synthesize the given product. (1) Given the product [N:8]1([C:6]([O:5][C:1]([CH3:4])([CH3:2])[CH3:3])=[O:7])[CH2:9][CH:10]([C:12]([O:14][CH3:15])=[O:13])[CH2:11]1, predict the reactants needed to synthesize it. The reactants are: [C:1]([O:5][C:6]([N:8]1[CH2:11][CH:10]([C:12]([OH:14])=[O:13])[CH2:9]1)=[O:7])([CH3:4])([CH3:3])[CH3:2].[C:15](=O)([O-])[O-].[Cs+].[Cs+].IC. (2) The reactants are: [CH3:1][C:2]1[CH:6]=[CH:5][NH:4][N:3]=1.[N+:7]([O-])([O-:9])=[O:8].[K+].[NH4+].[OH-]. Given the product [CH3:1][C:2]1[C:6]([N+:7]([O-:9])=[O:8])=[CH:5][NH:4][N:3]=1, predict the reactants needed to synthesize it. (3) Given the product [Cl:1][C:2]1[CH:18]=[C:17]([Cl:19])[CH:16]=[CH:15][C:3]=1[CH2:4][C:5](=[O:9])[CH:6]([NH:7][C:21](=[O:25])[CH:22]([CH3:24])[CH3:23])[C:10]([O:12][CH2:13][CH3:14])=[O:11], predict the reactants needed to synthesize it. The reactants are: [Cl:1][C:2]1[CH:18]=[C:17]([Cl:19])[CH:16]=[CH:15][C:3]=1[CH2:4][C:5]1[O:9]C=[N:7][C:6]=1[C:10]([O:12][CH2:13][CH3:14])=[O:11].Cl.[C:21](Cl)(=[O:25])[CH:22]([CH3:24])[CH3:23].O.